This data is from CYP2C9 inhibition data for predicting drug metabolism from PubChem BioAssay. The task is: Regression/Classification. Given a drug SMILES string, predict its absorption, distribution, metabolism, or excretion properties. Task type varies by dataset: regression for continuous measurements (e.g., permeability, clearance, half-life) or binary classification for categorical outcomes (e.g., BBB penetration, CYP inhibition). Dataset: cyp2c9_veith. (1) The molecule is CC(CC(=O)Nc1ccc(Cl)c([N+](=O)[O-])c1)c1ccccc1. The result is 1 (inhibitor). (2) The drug is O=C([O-])/C=C\[C@H](O)c1ccc(Cl)cc1.[Na+]. The result is 0 (non-inhibitor). (3) The compound is CCCCC1(C)NC(=O)c2c(C)sc(C(=O)OCC)c2N1. The result is 1 (inhibitor). (4) The compound is CN(C)C(N)=NCCC[C@H](N)C(=O)O. The result is 0 (non-inhibitor). (5) The compound is CC(=O)c1ccc2c(c1)N(CCCN(C)C)c1ccccc1S2. The result is 0 (non-inhibitor).